Regression. Given a peptide amino acid sequence and an MHC pseudo amino acid sequence, predict their binding affinity value. This is MHC class II binding data. From a dataset of Peptide-MHC class II binding affinity with 134,281 pairs from IEDB. The peptide sequence is ALLPRAGAAAAAALP. The MHC is DRB1_0901 with pseudo-sequence DRB1_0901. The binding affinity (normalized) is 0.465.